Dataset: Orexin1 receptor HTS with 218,158 compounds and 233 confirmed actives. Task: Binary Classification. Given a drug SMILES string, predict its activity (active/inactive) in a high-throughput screening assay against a specified biological target. The drug is Fc1ccc(CNC(=O)CCCC(=O)NCc2ccc(F)cc2)cc1. The result is 0 (inactive).